From a dataset of Reaction yield outcomes from USPTO patents with 853,638 reactions. Predict the reaction yield, written as a fraction of the theoretical maximum amount of product (1.0 means a 100% yield; for example, 0.34 means a 34% yield). (1) The reactants are Cl.Cl.[NH:3]1[C:7]2[CH:8]=[CH:9][CH:10]=[CH:11][C:6]=2[N:5]=[C:4]1[CH:12]([NH2:14])[CH3:13].CCN(C(C)C)C(C)C.C([N:32]=[C:33]=[S:34])(=O)C1C=CC=CC=1. The catalyst is C(Cl)Cl. The product is [NH:3]1[C:7]2[CH:8]=[CH:9][CH:10]=[CH:11][C:6]=2[N:5]=[C:4]1[CH:12]([NH:14][C:33]([NH2:32])=[S:34])[CH3:13]. The yield is 0.700. (2) The reactants are [NH2:1][C:2]1[CH:7]=[CH:6][C:5]([OH:8])=[CH:4][C:3]=1[N+:9]([O-:11])=[O:10].CN(C=O)C.N1C=CN=C1.[Si:22](Cl)([C:25]([CH3:28])([CH3:27])[CH3:26])([CH3:24])[CH3:23]. The catalyst is CCOC(C)=O. The product is [Si:22]([O:8][C:5]1[CH:6]=[CH:7][C:2]([NH2:1])=[C:3]([N+:9]([O-:11])=[O:10])[CH:4]=1)([C:25]([CH3:28])([CH3:27])[CH3:26])([CH3:24])[CH3:23]. The yield is 0.970. (3) The reactants are C(OC(=O)[NH:7][C:8]([CH3:38])([CH3:37])[C:9]([N:11]1[CH2:14][CH:13]([C:15]2[CH:36]=[CH:35][C:18]3[C:19]4[N:20]=[C:21]([C:27]5[N:28]([CH:32]([CH3:34])[CH3:33])[N:29]=[CH:30][N:31]=5)[S:22][C:23]=4[CH2:24][CH2:25][O:26][C:17]=3[CH:16]=2)[CH2:12]1)=[O:10])(C)(C)C.C(O)(C(F)(F)F)=O. The catalyst is C(Cl)Cl. The product is [NH2:7][C:8]([CH3:38])([CH3:37])[C:9]([N:11]1[CH2:12][CH:13]([C:15]2[CH:36]=[CH:35][C:18]3[C:19]4[N:20]=[C:21]([C:27]5[N:28]([CH:32]([CH3:34])[CH3:33])[N:29]=[CH:30][N:31]=5)[S:22][C:23]=4[CH2:24][CH2:25][O:26][C:17]=3[CH:16]=2)[CH2:14]1)=[O:10]. The yield is 0.710. (4) The yield is 0.650. The catalyst is Cl. The product is [ClH:14].[Br:15][C:11]1[CH:12]=[C:13]([Cl:14])[C:8]([CH2:2][NH2:1])=[N:9][CH:10]=1. The reactants are [NH2:1][CH:2]([C:8]1[C:13]([Cl:14])=[CH:12][C:11]([Br:15])=[CH:10][N:9]=1)C(OCC)=O.